This data is from Full USPTO retrosynthesis dataset with 1.9M reactions from patents (1976-2016). The task is: Predict the reactants needed to synthesize the given product. Given the product [C:1]1([NH:7][C:8]([C:10]2[CH:11]=[C:12]([NH:29][C:30]3[CH:35]=[CH:34][N:33]=[CH:32][CH:31]=3)[CH:13]=[C:14]3[C:18]=2[NH:17][N:16]=[CH:15]3)=[O:9])[CH:2]=[CH:3][CH:4]=[CH:5][CH:6]=1, predict the reactants needed to synthesize it. The reactants are: [C:1]1([NH:7][C:8]([C:10]2[C:18]3[C:14](=[CH:15][N:16](CC4C=CC(OC)=CC=4)[N:17]=3)[CH:13]=[C:12](Br)[CH:11]=2)=[O:9])[CH:6]=[CH:5][CH:4]=[CH:3][CH:2]=1.[NH2:29][C:30]1[CH:35]=[CH:34][N:33]=[CH:32][CH:31]=1.C(=O)([O-])[O-].[Cs+].[Cs+].CC1(C)C2C(=C(P(C3C=CC=CC=3)C3C=CC=CC=3)C=CC=2)OC2C(P(C3C=CC=CC=3)C3C=CC=CC=3)=CC=CC1=2.C([SiH](C(C)C)C(C)C)(C)C.